This data is from Forward reaction prediction with 1.9M reactions from USPTO patents (1976-2016). The task is: Predict the product of the given reaction. Given the reactants CS([C:5]1[N:10]=[C:9]([NH:11][CH2:12][CH2:13][OH:14])[CH:8]=[C:7]([C:15]2[CH:20]=[CH:19][CH:18]=[C:17]([C:21]([F:24])([F:23])[F:22])[CH:16]=2)[N:6]=1)(=O)=O.[C-:25]#[N:26].[Na+], predict the reaction product. The product is: [OH:14][CH2:13][CH2:12][NH:11][C:9]1[CH:8]=[C:7]([C:15]2[CH:20]=[CH:19][CH:18]=[C:17]([C:21]([F:24])([F:23])[F:22])[CH:16]=2)[N:6]=[C:5]([C:25]#[N:26])[N:10]=1.